Regression. Given a peptide amino acid sequence and an MHC pseudo amino acid sequence, predict their binding affinity value. This is MHC class II binding data. From a dataset of Peptide-MHC class II binding affinity with 134,281 pairs from IEDB. (1) The peptide sequence is FIMAYVNQAHHIDLM. The MHC is H-2-IAb with pseudo-sequence H-2-IAb. The binding affinity (normalized) is 0.473. (2) The peptide sequence is VNYWFAPGAAAAPLS. The MHC is DRB1_1501 with pseudo-sequence DRB1_1501. The binding affinity (normalized) is 0.479.